From a dataset of Reaction yield outcomes from USPTO patents with 853,638 reactions. Predict the reaction yield, written as a fraction of the theoretical maximum amount of product (1.0 means a 100% yield; for example, 0.34 means a 34% yield). (1) The reactants are [CH3:1][CH:2]([CH3:57])[C@H:3]([NH:52][C:53](=[O:56])[O:54][CH3:55])[C:4]([N:6]1[CH2:10][CH2:9][CH2:8][C@H:7]1[C:11]1[NH:12][CH:13]=[C:14]([C:16]2[CH:21]=[CH:20][C:19]([C:22]3[CH:27]=[CH:26][C:25]([C:28]4[N:29]=[C:30]([CH:33]5[CH2:40][C:36]6([CH2:39][NH:38][CH2:37]6)[CH2:35][N:34]5[C:41](=[O:51])[C@@H:42]([NH:46][C:47]([O:49][CH3:50])=[O:48])[CH:43]([CH3:45])[CH3:44])[NH:31][CH:32]=4)=[CH:24][CH:23]=3)=[CH:18][CH:17]=2)[N:15]=1)=[O:5].C1[C:62]2(OCCC[O:63]2)[CH2:61][C@@H](C(OC)=O)N1C(OCC1C=CC=CC=1)=O. No catalyst specified. The product is [C:62]([N:38]1[CH2:37][C:36]2([CH2:40][CH:33]([C:30]3[NH:31][CH:32]=[C:28]([C:25]4[CH:24]=[CH:23][C:22]([C:19]5[CH:20]=[CH:21][C:16]([C:14]6[N:15]=[C:11]([C@@H:7]7[CH2:8][CH2:9][CH2:10][N:6]7[C:4]([C@@H:3]([NH:52][C:53](=[O:56])[O:54][CH3:55])[CH:2]([CH3:57])[CH3:1])=[O:5])[NH:12][CH:13]=6)=[CH:17][CH:18]=5)=[CH:27][CH:26]=4)[N:29]=3)[N:34]([C:41](=[O:51])[C@@H:42]([NH:46][C:47]([O:49][CH3:50])=[O:48])[CH:43]([CH3:44])[CH3:45])[CH2:35]2)[CH2:39]1)(=[O:63])[CH3:61]. The yield is 0.830. (2) The reactants are [CH3:1][C:2]1[C:3]([N+:16]([O-:18])=[O:17])=[C:4]([C:10]([N+:13]([O-:15])=[O:14])=[CH:11][CH:12]=1)[C:5]([O:7][CH2:8][CH3:9])=[O:6].C[C:20]([N:22]([CH3:24])[CH3:23])=O. The catalyst is CN(C=O)C. The product is [CH3:20][N:22]([CH3:24])/[CH:23]=[CH:1]/[C:2]1[C:3]([N+:16]([O-:18])=[O:17])=[C:4]([C:10]([N+:13]([O-:15])=[O:14])=[CH:11][CH:12]=1)[C:5]([O:7][CH2:8][CH3:9])=[O:6]. The yield is 0.580.